This data is from Catalyst prediction with 721,799 reactions and 888 catalyst types from USPTO. The task is: Predict which catalyst facilitates the given reaction. (1) Reactant: [C:1]([OH:12])(=[O:11])[CH2:2][CH2:3][CH2:4][CH2:5][CH2:6][CH2:7][CH2:8][CH2:9][CH3:10].C(=O)=O.[CH3:16][NH:17][CH3:18]. Product: [CH3:16][NH2+:17][CH3:18].[C:1]([O-:12])(=[O:11])[CH2:2][CH2:3][CH2:4][CH2:5][CH2:6][CH2:7][CH2:8][CH2:9][CH3:10]. The catalyst class is: 6. (2) Reactant: [CH2:1]([S:3]([C:6]1[CH:7]=[CH:8][C:9](F)=[C:10]([C:12]2[C:13]3[CH:22]=[C:21]([C:23]([O:25][CH2:26][CH3:27])=[O:24])[NH:20][C:14]=3[C:15](=[O:19])[N:16]([CH3:18])[CH:17]=2)[CH:11]=1)(=[O:5])=[O:4])[CH3:2].[F:29][C:30]1([F:35])[CH2:32][CH:31]1[CH2:33][OH:34].C([O-])([O-])=O.[Cs+].[Cs+].C(OCC)(=O)C. Product: [F:29][C:30]1([F:35])[CH2:32][CH:31]1[CH2:33][O:34][C:9]1[CH:8]=[CH:7][C:6]([S:3]([CH2:1][CH3:2])(=[O:5])=[O:4])=[CH:11][C:10]=1[C:12]1[C:13]2[CH:22]=[C:21]([C:23]([O:25][CH2:26][CH3:27])=[O:24])[NH:20][C:14]=2[C:15](=[O:19])[N:16]([CH3:18])[CH:17]=1. The catalyst class is: 58.